Dataset: Forward reaction prediction with 1.9M reactions from USPTO patents (1976-2016). Task: Predict the product of the given reaction. Given the reactants [CH3:1][O:2][C:3]1[CH:19]=[CH:18][C:6]([CH2:7][N:8]2[CH:16]=[N:15][C:14]3[C:9]2=[N:10][CH:11]=[N:12][C:13]=3Br)=[CH:5][CH:4]=1.[F:20][C:21]1[C:26](B(O)O)=[CH:25][CH:24]=[CH:23][N:22]=1.C([O-])(=O)C.[K+], predict the reaction product. The product is: [CH3:1][O:2][C:3]1[CH:19]=[CH:18][C:6]([CH2:7][N:8]2[CH:16]=[N:15][C:14]3[C:9]2=[N:10][CH:11]=[N:12][C:13]=3[C:26]2[C:21]([F:20])=[N:22][CH:23]=[CH:24][CH:25]=2)=[CH:5][CH:4]=1.